From a dataset of Full USPTO retrosynthesis dataset with 1.9M reactions from patents (1976-2016). Predict the reactants needed to synthesize the given product. (1) Given the product [F:2][C:3]1[CH:8]=[CH:7][C:6]([N:9]2[C:16]([OH:17])=[CH:15][C:14]([C:13]([F:23])([F:22])[F:12])=[N:10]2)=[C:5]([CH3:11])[CH:4]=1, predict the reactants needed to synthesize it. The reactants are: Cl.[F:2][C:3]1[CH:8]=[CH:7][C:6]([NH:9][NH2:10])=[C:5]([CH3:11])[CH:4]=1.[F:12][C:13]([F:23])([F:22])[C:14](=O)[CH2:15][C:16](OCC)=[O:17]. (2) Given the product [C:1]([O:5][C:6](=[O:29])[NH:7][C:8]1([C:14]2[CH:15]=[CH:16][C:17]([C:20](=[O:28])[C:21]([C:22]3[CH:27]=[CH:26][CH:25]=[CH:24][CH:23]=3)=[CH:30][N:31]([CH3:33])[CH3:32])=[CH:18][CH:19]=2)[CH2:9][C:10]([OH:13])([CH3:12])[CH2:11]1)([CH3:2])([CH3:3])[CH3:4], predict the reactants needed to synthesize it. The reactants are: [C:1]([O:5][C:6](=[O:29])[NH:7][C:8]1([C:14]2[CH:19]=[CH:18][C:17]([C:20](=[O:28])[CH2:21][C:22]3[CH:27]=[CH:26][CH:25]=[CH:24][CH:23]=3)=[CH:16][CH:15]=2)[CH2:11][C:10]([OH:13])([CH3:12])[CH2:9]1)([CH3:4])([CH3:3])[CH3:2].[CH3:30][N:31]([CH:33](OC)OC)[CH3:32]. (3) Given the product [NH2:17][C:13]1[C:14]([OH:16])=[N:15][C:10]([CH2:9][O:8][CH2:1][C:2]2[CH:3]=[CH:4][CH:5]=[CH:6][CH:7]=2)=[N:11][CH:12]=1, predict the reactants needed to synthesize it. The reactants are: [CH2:1]([O:8][CH2:9][C:10]1[N:15]=[C:14]([OH:16])[C:13]([N+:17]([O-])=O)=[CH:12][N:11]=1)[C:2]1[CH:7]=[CH:6][CH:5]=[CH:4][CH:3]=1.[O-]S(S([O-])=O)=O.[Na+].[Na+].